From a dataset of Forward reaction prediction with 1.9M reactions from USPTO patents (1976-2016). Predict the product of the given reaction. (1) The product is: [CH:54]1([N:43]([N:1]2[CH2:6][CH2:5][CH2:4][CH2:3][CH2:2]2)[C:44]([NH:19][C:20]2[S:21][CH:22]=[CH:23][N:24]=2)=[O:45])[CH2:55][CH2:56][CH2:57][CH2:58][CH2:59]1. Given the reactants [N:1]1(N)[CH2:6][CH2:5][CH2:4][CH2:3][CH2:2]1.C1(=O)CCCCC1.[BH3-]C#N.[Na+].[NH2:19][C:20]1[S:21][CH:22]=[CH:23][N:24]=1.C1N=CN(C(N2C=NC=C2)=O)C=1.C1([N:43]([CH:54]2[CH2:59][CH2:58][CH2:57][CH2:56][CH2:55]2)[C:44](NC2SN=C(SC)N=2)=[O:45])CCCCC1, predict the reaction product. (2) Given the reactants [CH:1]([C:3]1[CH:10]=[CH:9][C:6]([CH2:7][NH2:8])=[CH:5][CH:4]=1)=[CH2:2].[NH:11]([C:30]([O:32][C:33]([CH3:36])([CH3:35])[CH3:34])=[O:31])[C@H:12]([C:20](ON1C(=O)CCC1=O)=[O:21])[CH2:13]C1C=CC=CC=1.C([N:39]([CH2:42][CH3:43])[CH2:40][CH3:41])C, predict the reaction product. The product is: [C:33]([O:32][C:30](=[O:31])[NH:11][CH:12]([CH2:13][C:43]1[C:41]2[C:40](=[CH:2][CH:1]=[CH:3][CH:4]=2)[NH:39][CH:42]=1)[C:20](=[O:21])[NH:8][CH2:7][C:6]1[CH:9]=[CH:10][C:3]([CH:1]=[CH2:2])=[CH:4][CH:5]=1)([CH3:34])([CH3:36])[CH3:35]. (3) Given the reactants [NH:1]1[C:9]2[C:4](=[CH:5][CH:6]=[CH:7][CH:8]=2)[C:3]([CH:10]2[CH2:15][CH2:14][CH:13]([NH:16][CH:17]([CH:22]3[CH2:27][CH2:26][NH:25][CH2:24][CH2:23]3)[C:18]([O:20][CH3:21])=[O:19])[CH2:12][CH2:11]2)=[CH:2]1.[F:28][C:29]1[CH:30]=[C:31]([CH:37]=[C:38]([F:40])[CH:39]=1)/[CH:32]=[CH:33]/[C:34](O)=[O:35], predict the reaction product. The product is: [NH:1]1[C:9]2[C:4](=[CH:5][CH:6]=[CH:7][CH:8]=2)[C:3]([C@H:10]2[CH2:15][CH2:14][C@H:13]([NH:16][CH:17]([CH:22]3[CH2:23][CH2:24][N:25]([C:34](=[O:35])/[CH:33]=[CH:32]/[C:31]4[CH:30]=[C:29]([F:28])[CH:39]=[C:38]([F:40])[CH:37]=4)[CH2:26][CH2:27]3)[C:18]([O:20][CH3:21])=[O:19])[CH2:12][CH2:11]2)=[CH:2]1. (4) Given the reactants C([Si](C)(C)[N:6]1[C:14]2[C:9](=[CH:10][CH:11]=[C:12]([C:15]([F:18])([F:17])[F:16])[CH:13]=2)[CH:8]=[CH:7]1)(C)(C)C.Cl[C:22]1[CH:27]=[CH:26][N:25]=[C:24]([NH:28][CH:29]2[CH2:34][C:33]([CH3:36])([CH3:35])[NH:32][C:31]([CH3:38])([CH3:37])[CH2:30]2)[N:23]=1.CCCC[N+](CCCC)(CCCC)CCCC.[F-], predict the reaction product. The product is: [CH3:35][C:33]1([CH3:36])[CH2:34][CH:29]([NH:28][C:24]2[N:23]=[C:22]([C:8]3[C:9]4[C:14](=[CH:13][C:12]([C:15]([F:16])([F:17])[F:18])=[CH:11][CH:10]=4)[NH:6][CH:7]=3)[CH:27]=[CH:26][N:25]=2)[CH2:30][C:31]([CH3:38])([CH3:37])[NH:32]1. (5) The product is: [Cl:20][C:16]1[N:15]=[C:14]([Cl:13])[CH:19]=[CH:18][C:17]=1[C:21]([OH:23])=[O:22]. Given the reactants C(NC(C)C)(C)C.C([Li])CCC.[Cl:13][C:14]1[CH:19]=[CH:18][CH:17]=[C:16]([Cl:20])[N:15]=1.[C:21](=[O:23])=[O:22], predict the reaction product. (6) Given the reactants [CH2:1]=O.[CH3:3][C:4]1([CH3:17])[CH2:9][NH:8][CH2:7][CH2:6][N:5]1[C:10]([O:12][C:13]([CH3:16])([CH3:15])[CH3:14])=[O:11].[F:18][C:19]([F:29])([F:28])[C:20]1[CH:25]=[CH:24][C:23]([N+:26]#[C-:27])=[CH:22][CH:21]=1.C[Si]([N:34]=[N+:35]=[N-:36])(C)C, predict the reaction product. The product is: [CH3:3][C:4]1([CH3:17])[CH2:9][N:8]([CH2:1][C:27]2[N:26]([C:23]3[CH:22]=[CH:21][C:20]([C:19]([F:28])([F:29])[F:18])=[CH:25][CH:24]=3)[N:36]=[N:35][N:34]=2)[CH2:7][CH2:6][N:5]1[C:10]([O:12][C:13]([CH3:16])([CH3:15])[CH3:14])=[O:11]. (7) Given the reactants [NH2:1][C:2]1[CH:24]=[C:23]2[C:5]([CH2:6][C:7]([CH3:26])([CH3:25])[CH2:8][C:9]32[CH2:14][CH2:13][S:12][C:11]([NH:15][C:16](=[O:22])[O:17][C:18]([CH3:21])([CH3:20])[CH3:19])=[N:10]3)=[CH:4][CH:3]=1.[CH3:27][C:28]1[O:29][CH:30]=[C:31]([C:33](O)=[O:34])[N:32]=1, predict the reaction product. The product is: [CH3:25][C:7]1([CH3:26])[CH2:6][C:5]2[C:23](=[CH:24][C:2]([NH:1][C:33]([C:31]3[N:32]=[C:28]([CH3:27])[O:29][CH:30]=3)=[O:34])=[CH:3][CH:4]=2)[C:9]2([CH2:14][CH2:13][S:12][C:11]([NH:15][C:16](=[O:22])[O:17][C:18]([CH3:21])([CH3:19])[CH3:20])=[N:10]2)[CH2:8]1. (8) Given the reactants C([O:3][C:4](=O)[CH2:5][O:6][CH2:7][CH2:8][O:9][C:10]1[CH:15]=[CH:14][C:13]([C:16]([C:27]2[CH:32]=[CH:31][CH:30]=[CH:29][CH:28]=2)=[C:17]([C:21]2[CH:26]=[CH:25][CH:24]=[CH:23][CH:22]=2)[CH2:18][CH2:19][Cl:20])=[CH:12][CH:11]=1)C.[H-].[Al+3].[Li+].[H-].[H-].[H-], predict the reaction product. The product is: [Cl:20][CH2:19][CH2:18][C:17]([C:21]1[CH:22]=[CH:23][CH:24]=[CH:25][CH:26]=1)=[C:16]([C:13]1[CH:12]=[CH:11][C:10]([O:9][CH2:8][CH2:7][O:6][CH2:5][CH2:4][OH:3])=[CH:15][CH:14]=1)[C:27]1[CH:28]=[CH:29][CH:30]=[CH:31][CH:32]=1. (9) Given the reactants Br[CH2:2][CH2:3][CH2:4][O:5][C:6]1[CH:7]=[CH:8][C:9]2[C:13]([C:14]3[CH:19]=[CH:18][C:17]([F:20])=[CH:16][CH:15]=3)=[CH:12][S:11][C:10]=2[CH:21]=1.[NH:22]1[CH2:25][CH2:24][CH2:23]1, predict the reaction product. The product is: [F:20][C:17]1[CH:18]=[CH:19][C:14]([C:13]2[C:9]3[CH:8]=[CH:7][C:6]([O:5][CH2:4][CH2:3][CH2:2][N:22]4[CH2:25][CH2:24][CH2:23]4)=[CH:21][C:10]=3[S:11][CH:12]=2)=[CH:15][CH:16]=1. (10) Given the reactants [CH3:1][O:2][C:3]1[CH:8]=[CH:7][C:6]([N:9]2[C:13]([C:14]([F:17])([F:16])[F:15])=[N:12][N:11]=[N:10]2)=[CH:5][C:4]=1[CH:18]([OH:20])[CH3:19].C1C=C[NH+]=CC=1.C1C=C[NH+]=CC=1.[O-][Cr](O[Cr]([O-])(=O)=O)(=O)=O.C(OCC)(=O)C, predict the reaction product. The product is: [CH3:1][O:2][C:3]1[CH:8]=[CH:7][C:6]([N:9]2[C:13]([C:14]([F:17])([F:16])[F:15])=[N:12][N:11]=[N:10]2)=[CH:5][C:4]=1[C:18](=[O:20])[CH3:19].